This data is from Forward reaction prediction with 1.9M reactions from USPTO patents (1976-2016). The task is: Predict the product of the given reaction. (1) Given the reactants Br[C:2]1[CH:27]=[CH:26][C:5]([CH2:6][CH2:7][N:8]([CH3:25])[C:9]([NH:11][C:12]2[CH:17]=[CH:16][C:15]([S:18]([CH2:21][CH3:22])(=[O:20])=[O:19])=[C:14]([C:23]#[N:24])[CH:13]=2)=[O:10])=[CH:4][CH:3]=1.[C:28]([C:31]1[CH:32]=[C:33]([NH:37][CH:38](C2C=CC(CCNC)=CC=2)[C:39]([OH:41])=[O:40])[CH:34]=[CH:35][CH:36]=1)(=[O:30])[NH2:29].[CH2:52]([O:59][C:60](NCC1C=C(N(C2C=CC=CC=2)C(=O)O)C=CC=1S(CC)(=O)=O)=[O:61])[C:53]1[CH:58]=[CH:57][CH:56]=[CH:55][CH:54]=1, predict the reaction product. The product is: [CH2:52]([O:59][C:60]([NH:24][CH2:23][C:14]1[CH:13]=[C:12]([NH:11][C:9](=[O:10])[N:8]([CH2:7][CH2:6][C:5]2[CH:26]=[CH:27][C:2]([CH:38]([NH:37][C:33]3[CH:34]=[CH:35][CH:36]=[C:31]([C:28](=[O:30])[NH2:29])[CH:32]=3)[C:39]([OH:41])=[O:40])=[CH:3][CH:4]=2)[CH3:25])[CH:17]=[CH:16][C:15]=1[S:18]([CH2:21][CH3:22])(=[O:20])=[O:19])=[O:61])[C:53]1[CH:58]=[CH:57][CH:56]=[CH:55][CH:54]=1. (2) Given the reactants Br[C:2]1[CH:7]=[CH:6][C:5]([S:8]([CH2:11][CH:12]2[CH2:17][CH2:16][N:15]([C:18]([O:20][C:21]([CH3:24])([CH3:23])[CH3:22])=[O:19])[CH2:14][CH2:13]2)(=[O:10])=[O:9])=[CH:4][CH:3]=1.[B:25]1([B:25]2[O:29][C:28]([CH3:31])([CH3:30])[C:27]([CH3:33])([CH3:32])[O:26]2)[O:29][C:28]([CH3:31])([CH3:30])[C:27]([CH3:33])([CH3:32])[O:26]1.C([O-])(=O)C.[K+].[B].[B].OC(C(O)(C)C)(C)C, predict the reaction product. The product is: [CH3:32][C:27]1([CH3:33])[C:28]([CH3:31])([CH3:30])[O:29][B:25]([C:2]2[CH:7]=[CH:6][C:5]([S:8]([CH2:11][CH:12]3[CH2:17][CH2:16][N:15]([C:18]([O:20][C:21]([CH3:24])([CH3:23])[CH3:22])=[O:19])[CH2:14][CH2:13]3)(=[O:10])=[O:9])=[CH:4][CH:3]=2)[O:26]1. (3) Given the reactants [Cl:1][C:2]1[CH:3]=[C:4]2[N:25]=[C:24]([O:26][C@H:27]3[C@H:31]4[O:32][CH2:33][C@@H:34]([OH:35])[C@H:30]4[O:29][CH2:28]3)[N:23]([CH2:36][O:37][CH2:38][CH2:39][Si:40]([CH3:43])([CH3:42])[CH3:41])[C:5]2=[N:6][C:7]=1[C:8]1[CH:13]=[CH:12][C:11](B2OC(C)(C)C(C)(C)O2)=[CH:10][CH:9]=1.Br[C:45]1[CH:50]=[CH:49][CH:48]=[C:47]([S:51]([CH3:60])(=[N:53][C:54](=[O:59])[C:55]([F:58])([F:57])[F:56])=[O:52])[CH:46]=1, predict the reaction product. The product is: [Cl:1][C:2]1[CH:3]=[C:4]2[N:25]=[C:24]([O:26][C@H:27]3[C@H:31]4[O:32][CH2:33][C@@H:34]([OH:35])[C@H:30]4[O:29][CH2:28]3)[N:23]([CH2:36][O:37][CH2:38][CH2:39][Si:40]([CH3:43])([CH3:42])[CH3:41])[C:5]2=[N:6][C:7]=1[C:8]1[CH:9]=[CH:10][C:11]([C:45]2[CH:50]=[CH:49][CH:48]=[C:47]([S:51]([CH3:60])(=[N:53][C:54](=[O:59])[C:55]([F:58])([F:57])[F:56])=[O:52])[CH:46]=2)=[CH:12][CH:13]=1.